Task: Predict which catalyst facilitates the given reaction.. Dataset: Catalyst prediction with 721,799 reactions and 888 catalyst types from USPTO (1) Reactant: [CH3:1][O:2][CH2:3][CH:4]1[CH2:9][CH2:8][CH2:7][N:6]([C:10]2[CH:15]=[CH:14][NH:13][C:12](=[S:16])[C:11]=2[C:17]#[N:18])[CH2:5]1.[OH-].[Na+].Cl[CH2:22][C:23]([NH2:25])=[O:24].O. Product: [NH2:18][C:17]1[C:11]2[C:12](=[N:13][CH:14]=[CH:15][C:10]=2[N:6]2[CH2:7][CH2:8][CH2:9][CH:4]([CH2:3][O:2][CH3:1])[CH2:5]2)[S:16][C:22]=1[C:23]([NH2:25])=[O:24]. The catalyst class is: 42. (2) Reactant: [NH2:1][CH:2]([C:6]1[CH:11]=[CH:10][CH:9]=[CH:8][C:7]=1[F:12])[C:3]([OH:5])=[O:4].[OH-].[Na+].Cl[C:16]([O:18][CH3:19])=[O:17].Cl. Product: [F:12][C:7]1[CH:8]=[CH:9][CH:10]=[CH:11][C:6]=1[CH:2]([NH:1][C:16]([O:18][CH3:19])=[O:17])[C:3]([OH:5])=[O:4]. The catalyst class is: 1. (3) Reactant: [Cl:1][C:2]1[CH:3]=[C:4]([C:9]2([C:25]([F:28])([F:27])[F:26])[CH2:13][CH2:12][N:11]([C:14]3[S:15][C:16]4[C:22]([CH2:23][NH2:24])=[CH:21][CH:20]=[CH:19][C:17]=4[N:18]=3)[CH2:10]2)[CH:5]=[C:6]([Cl:8])[CH:7]=1.[C:29](O[C:29](=[O:32])[CH2:30][CH3:31])(=[O:32])[CH2:30][CH3:31].C(N(CC)CC)C. Product: [Cl:8][C:6]1[CH:5]=[C:4]([C:9]2([C:25]([F:27])([F:26])[F:28])[CH2:13][CH2:12][N:11]([C:14]3[S:15][C:16]4[C:22]([CH2:23][NH:24][C:29](=[O:32])[CH2:30][CH3:31])=[CH:21][CH:20]=[CH:19][C:17]=4[N:18]=3)[CH2:10]2)[CH:3]=[C:2]([Cl:1])[CH:7]=1. The catalyst class is: 4. (4) Reactant: [CH2:1]([N:3]1[CH2:8][CH2:7][N:6]([C:9]([C:11]2[CH:12]=[CH:13][C:14]([N:17]3[C:21]([O:22]C)=[C:20]([C:24]4[CH:31]=[CH:30][C:27]([C:28]#[N:29])=[C:26]([F:32])[C:25]=4[CH3:33])[CH:19]=[N:18]3)=[N:15][CH:16]=2)=[O:10])[CH2:5][CH2:4]1)[CH3:2].CC(N(C)C)=O.[Cl-].[Li+]. Product: [CH2:1]([N:3]1[CH2:8][CH2:7][N:6]([C:9]([C:11]2[CH:12]=[CH:13][C:14]([N:17]3[C:21]([OH:22])=[C:20]([C:24]4[CH:31]=[CH:30][C:27]([C:28]#[N:29])=[C:26]([F:32])[C:25]=4[CH3:33])[CH:19]=[N:18]3)=[N:15][CH:16]=2)=[O:10])[CH2:5][CH2:4]1)[CH3:2]. The catalyst class is: 16.